From a dataset of Full USPTO retrosynthesis dataset with 1.9M reactions from patents (1976-2016). Predict the reactants needed to synthesize the given product. (1) Given the product [OH:7][CH2:6][CH:5]([N:8]1[CH2:14][CH2:13][C:12]2[CH:15]=[CH:16][C:17]([C:19]3[N:23]=[C:22]([C:24]4[CH:25]=[C:26]([C:34]#[N:35])[C:27]([NH:30][CH2:31][CH2:32][CH3:33])=[N:28][CH:29]=4)[O:21][N:20]=3)=[CH:18][C:11]=2[CH2:10][CH2:9]1)[CH2:4][OH:3], predict the reactants needed to synthesize it. The reactants are: CC1(C)[O:7][CH2:6][CH:5]([N:8]2[CH2:14][CH2:13][C:12]3[CH:15]=[CH:16][C:17]([C:19]4[N:23]=[C:22]([C:24]5[CH:25]=[C:26]([C:34]#[N:35])[C:27]([NH:30][CH2:31][CH2:32][CH3:33])=[N:28][CH:29]=5)[O:21][N:20]=4)=[CH:18][C:11]=3[CH2:10][CH2:9]2)[CH2:4][O:3]1.Cl. (2) Given the product [CH2:19]([S:26][CH2:2][CH2:3][CH2:4][NH:5][C:6](=[O:17])[C:7]1[C:12]([C:13]([F:16])([F:15])[F:14])=[CH:11][CH:10]=[N:9][CH:8]=1)[C:20]1[CH:25]=[CH:24][CH:23]=[CH:22][CH:21]=1, predict the reactants needed to synthesize it. The reactants are: Br[CH2:2][CH2:3][CH2:4][NH:5][C:6](=[O:17])[C:7]1[C:12]([C:13]([F:16])([F:15])[F:14])=[CH:11][CH:10]=[N:9][CH:8]=1.[Na].[CH2:19]([SH:26])[C:20]1[CH:25]=[CH:24][CH:23]=[CH:22][CH:21]=1. (3) Given the product [CH3:19][C:3]1[CH:4]=[C:5]([CH:12]2[CH2:13][CH2:14][O:15][CH2:16][CH2:17]2)[CH:6]=[C:10]([CH3:9])[C:2]=1[C:34]1[CH:42]=[CH:41][C:40]([F:43])=[C:39]2[C:35]=1[CH2:36][CH2:37][C@H:38]2[O:44][C:45]1[CH:58]=[CH:57][C:48]2[C@H:49]([CH2:52][C:53]([O:55][CH3:56])=[O:54])[CH2:50][O:51][C:47]=2[CH:46]=1, predict the reactants needed to synthesize it. The reactants are: F[C:2]1[CH:3]=[CH:4][C:5]([CH:12]2[CH2:17][CH2:16][O:15][CH2:14][CH2:13]2)=[C:6]2[C:10]=1[C@@H:9](O)CC2.O[C:19]1C=CC2[C@H](CC(OC)=O)COC=2C=1.Br[C:34]1[CH:42]=[CH:41][C:40]([F:43])=[C:39]2[C:35]=1[CH2:36][CH2:37][C@H:38]2[O:44][C:45]1[CH:58]=[CH:57][C:48]2[C@H:49]([CH2:52][C:53]([O:55][CH3:56])=[O:54])[CH2:50][O:51][C:47]=2[CH:46]=1.